This data is from Catalyst prediction with 721,799 reactions and 888 catalyst types from USPTO. The task is: Predict which catalyst facilitates the given reaction. (1) Reactant: Br[C:2]1[CH:3]=[C:4]2[C:10]([C:11]3[CH:12]=[N:13][N:14]([CH2:16][C:17]4[CH:22]=[CH:21][CH:20]=[C:19]([F:23])[CH:18]=4)[CH:15]=3)=[CH:9][N:8]([S:24]([C:27]3[CH:33]=[CH:32][C:30]([CH3:31])=[CH:29][CH:28]=3)(=[O:26])=[O:25])[C:5]2=[N:6][CH:7]=1.[F:34][C:35]1[CH:40]=[CH:39][C:38](B2OC(C)(C)C(C)(C)O2)=[CH:37][C:36]=1[NH:50][S:51]([CH3:54])(=[O:53])=[O:52].C(=O)([O-])[O-].[Na+].[Na+]. Product: [F:34][C:35]1[CH:40]=[CH:39][C:38]([C:2]2[CH:3]=[C:4]3[C:10]([C:11]4[CH:12]=[N:13][N:14]([CH2:16][C:17]5[CH:22]=[CH:21][CH:20]=[C:19]([F:23])[CH:18]=5)[CH:15]=4)=[CH:9][N:8]([S:24]([C:27]4[CH:33]=[CH:32][C:30]([CH3:31])=[CH:29][CH:28]=4)(=[O:25])=[O:26])[C:5]3=[N:6][CH:7]=2)=[CH:37][C:36]=1[NH:50][S:51]([CH3:54])(=[O:53])=[O:52]. The catalyst class is: 600. (2) Reactant: [F:1][C:2]1[CH:7]=[CH:6][CH:5]=[CH:4][C:3]=1[N:8]1[C:12](=[O:13])[C:11]([N+:14]([O-])=O)=[C:10]([CH3:17])[N:9]1[CH3:18]. Product: [NH2:14][C:11]1[C:12](=[O:13])[N:8]([C:3]2[CH:4]=[CH:5][CH:6]=[CH:7][C:2]=2[F:1])[N:9]([CH3:18])[C:10]=1[CH3:17]. The catalyst class is: 19. (3) Reactant: [Cl:1][C:2]1[CH:7]=[CH:6][C:5]([O:8][C:9]([F:12])([F:11])[F:10])=[C:4]([N+:13]([O-])=O)[CH:3]=1.Cl[C:17]1C=CC(OC(F)(F)F)=C[C:18]=1[N+]([O-])=O.C([Mg]Br)=C.[NH4+].[Cl-]. Product: [Cl:1][C:2]1[CH:7]=[CH:6][C:5]([O:8][C:9]([F:12])([F:11])[F:10])=[C:4]2[C:3]=1[CH:17]=[CH:18][NH:13]2. The catalyst class is: 1. (4) Reactant: [CH2:1]([C:3]1[NH:7][N:6]=[C:5]([C:8]([NH2:10])=[O:9])[C:4]=1[N+:11]([O-:13])=[O:12])[CH3:2].C(=O)([O-])[O-].[Na+].[Na+].[I-].[Na+].CS(O[CH:27]1[CH2:30][N:29]([CH:31]([C:38]2[CH:43]=[CH:42][CH:41]=[CH:40][CH:39]=2)[C:32]2[CH:37]=[CH:36][CH:35]=[CH:34][CH:33]=2)[CH2:28]1)(=O)=O. Product: [CH:31]([N:29]1[CH2:30][CH:27]([N:7]2[C:3]([CH2:1][CH3:2])=[C:4]([N+:11]([O-:13])=[O:12])[C:5]([C:8]([NH2:10])=[O:9])=[N:6]2)[CH2:28]1)([C:38]1[CH:39]=[CH:40][CH:41]=[CH:42][CH:43]=1)[C:32]1[CH:33]=[CH:34][CH:35]=[CH:36][CH:37]=1. The catalyst class is: 30. (5) Reactant: Cl.[N+:2]([C:5]1[CH:17]=[CH:16][C:8]([O:9][CH:10]2[CH2:15][CH2:14][NH:13][CH2:12][CH2:11]2)=[CH:7][CH:6]=1)([O-:4])=[O:3].C([O-])([O-])=O.[K+].[K+].Br[CH2:25][CH2:26][OH:27]. Product: [N+:2]([C:5]1[CH:17]=[CH:16][C:8]([O:9][CH:10]2[CH2:11][CH2:12][N:13]([CH:26]([OH:27])[CH3:25])[CH2:14][CH2:15]2)=[CH:7][CH:6]=1)([O-:4])=[O:3]. The catalyst class is: 3. (6) Reactant: C(N(CC)CC)C.[CH:8]1([CH2:11][N:12]2[C:18](=[O:19])[CH2:17][CH2:16][NH:15][CH:14]([C:20]3[CH:25]=[CH:24][CH:23]=[CH:22][CH:21]=3)[CH2:13]2)[CH2:10][CH2:9]1.[C:26](O[C:26]([O:28][C:29]([CH3:32])([CH3:31])[CH3:30])=[O:27])([O:28][C:29]([CH3:32])([CH3:31])[CH3:30])=[O:27]. Product: [CH:8]1([CH2:11][N:12]2[C:18](=[O:19])[CH2:17][CH2:16][N:15]([C:26]([O:28][C:29]([CH3:32])([CH3:31])[CH3:30])=[O:27])[CH:14]([C:20]3[CH:21]=[CH:22][CH:23]=[CH:24][CH:25]=3)[CH2:13]2)[CH2:9][CH2:10]1. The catalyst class is: 46. (7) Reactant: [Cl:1][C:2]1[S:6][C:5]([C:7]([NH:9][C:10]2([C:15]([O:17]CC3C=CC=CC=3)=[O:16])[CH2:14][CH2:13][O:12][CH2:11]2)=[O:8])=[CH:4][CH:3]=1.[OH-].[Na+]. Product: [Cl:1][C:2]1[S:6][C:5]([C:7]([NH:9][C:10]2([C:15]([OH:17])=[O:16])[CH2:14][CH2:13][O:12][CH2:11]2)=[O:8])=[CH:4][CH:3]=1. The catalyst class is: 8. (8) The catalyst class is: 1. Product: [OH:22][C:15]1[C:10]([F:9])=[C:11]([Br:17])[CH:12]=[CH:13][C:14]=1[F:16]. Reactant: C(NC(C)C)(C)C.[Li].[F:9][C:10]1[CH:15]=[C:14]([F:16])[CH:13]=[CH:12][C:11]=1[Br:17].C([O:22]O)(C)(C)C.O.